From a dataset of Reaction yield outcomes from USPTO patents with 853,638 reactions. Predict the reaction yield, written as a fraction of the theoretical maximum amount of product (1.0 means a 100% yield; for example, 0.34 means a 34% yield). (1) The reactants are [CH3:1][C:2]1([CH3:12])[C:11]2[C:6](=[CH:7][CH:8]=[CH:9][CH:10]=2)[NH:5][CH2:4][CH2:3]1.[N+:13]([O-])([O-:15])=[O:14].[K+].C([O-])([O-])=O.[Na+].[Na+]. The catalyst is OS(O)(=O)=O. The product is [CH3:1][C:2]1([CH3:12])[C:11]2[C:6](=[CH:7][C:8]([N+:13]([O-:15])=[O:14])=[CH:9][CH:10]=2)[NH:5][CH2:4][CH2:3]1. The yield is 0.500. (2) The catalyst is O1CCOCC1.O. The yield is 0.470. The reactants are Br[C:2]1[CH:7]=[CH:6][C:5]([OH:8])=[C:4]([F:9])[CH:3]=1.[CH3:10][N:11]1[CH:15]=[C:14](B2OC(C)(C)C(C)(C)O2)[CH:13]=[N:12]1.[O-]P([O-])([O-])=O.[K+].[K+].[K+]. The product is [F:9][C:4]1[CH:3]=[C:2]([C:14]2[CH:13]=[N:12][N:11]([CH3:10])[CH:15]=2)[CH:7]=[CH:6][C:5]=1[OH:8]. (3) The reactants are [H-].[Na+].C([C:6]1[S:10][C:9]2[C:11]([C:15]3[CH:20]=[C:19]([CH:21]([CH3:23])[CH3:22])[CH:18]=[C:17]([CH:24]([CH3:26])[CH3:25])[C:16]=3[O:27][CH2:28][CH3:29])=[CH:12][CH:13]=[CH:14][C:8]=2[CH:7]=1)(=O)C.CN([CH:33]=[O:34])C. No catalyst specified. The product is [CH2:16]([O:27][C:33](=[O:34])[CH:6]=[C:7]([C:6]1[S:10][C:9]2[C:11]([C:15]3[CH:20]=[C:19]([CH:21]([CH3:22])[CH3:23])[CH:18]=[C:17]([CH:24]([CH3:26])[CH3:25])[C:16]=3[O:27][CH2:28][CH3:29])=[CH:12][CH:13]=[CH:14][C:8]=2[CH:7]=1)[CH3:8])[CH3:15]. The yield is 0.590. (4) The reactants are Br[C:2]1[CH:3]=[CH:4][CH:5]=[C:6]2[C:11]=1[N:10]=[C:9]([O:12][CH3:13])[CH:8]=[CH:7]2.CC1C=CC=CC=1P(C1C=CC=CC=1C)C1C=CC=CC=1C.[C:36]([O:40][CH3:41])(=[O:39])[CH:37]=[CH2:38]. The catalyst is CN(C=O)C.CC([O-])=O.CC([O-])=O.[Pd+2]. The product is [CH3:41][O:40][C:36](=[O:39])/[CH:37]=[CH:38]/[C:2]1[CH:3]=[CH:4][CH:5]=[C:6]2[C:11]=1[N:10]=[C:9]([O:12][CH3:13])[CH:8]=[CH:7]2. The yield is 0.910. (5) No catalyst specified. The yield is 0.600. The reactants are [S:1]1[CH:5]=[C:4]([CH2:6][N:7]2[C:15]3[C:10](=[CH:11][C:12]([NH:16][C:17]4[C:26]5[C:21](=[CH:22][CH:23]=[CH:24][C:25]=5[O:27][C@H:28]([CH3:33])[C:29]([O:31]C)=O)[N:20]=[CH:19][N:18]=4)=[CH:13][CH:14]=3)[CH:9]=[N:8]2)[N:3]=[CH:2]1.[NH:34]1[CH2:38][CH2:37][CH2:36][CH2:35]1. The product is [CH3:33][C@@H:28]([O:27][C:25]1[CH:24]=[CH:23][CH:22]=[C:21]2[C:26]=1[C:17]([NH:16][C:12]1[CH:11]=[C:10]3[C:15](=[CH:14][CH:13]=1)[N:7]([CH2:6][C:4]1[N:3]=[CH:2][S:1][CH:5]=1)[N:8]=[CH:9]3)=[N:18][CH:19]=[N:20]2)[C:29](=[O:31])[N:34]1[CH2:38][CH2:37][CH2:36][CH2:35]1. (6) The reactants are Br[C:2]1[CH:3]=[C:4]2[C:8](=[CH:9][CH:10]=1)[NH:7][C:6]([C:11]([OH:13])=[O:12])=[CH:5]2.CC1C(P(C2C(C)=CC=CC=2)C2C(C)=CC=CC=2)=CC=CC=1.[C:36]([O:40][CH2:41][CH3:42])(=[O:39])[CH:37]=[CH2:38].CCN(CC)CC. The catalyst is C(Cl)Cl.CC([O-])=O.CC([O-])=O.[Pd+2].CCOC(C)=O.C(#N)C. The product is [CH2:41]([O:40][C:36](/[CH:37]=[CH:38]/[C:2]1[CH:3]=[C:4]2[C:8](=[CH:9][CH:10]=1)[NH:7][C:6]([C:11]([OH:13])=[O:12])=[CH:5]2)=[O:39])[CH3:42]. The yield is 0.860. (7) The reactants are Br[C:2]1[C:3]([C:9]2[CH:14]=[CH:13][C:12]([N+:15]([O-:17])=[O:16])=[CH:11][CH:10]=2)=[N:4][N:5]([CH2:7][CH3:8])[CH:6]=1.[CH3:18][C:19]1([CH3:35])[C:23]([CH3:25])([CH3:24])[O:22][B:21]([B:21]2[O:22][C:23]([CH3:25])([CH3:24])[C:19]([CH3:35])([CH3:18])[O:20]2)[O:20]1.C([O-])(=O)C.[K+]. The catalyst is O1CCOCC1.C(OCC)(=O)C.Cl[Pd](Cl)([P](C1C=CC=CC=1)(C1C=CC=CC=1)C1C=CC=CC=1)[P](C1C=CC=CC=1)(C1C=CC=CC=1)C1C=CC=CC=1. The product is [CH2:7]([N:5]1[CH:6]=[C:2]([B:21]2[O:22][C:23]([CH3:25])([CH3:24])[C:19]([CH3:35])([CH3:18])[O:20]2)[C:3]([C:9]2[CH:14]=[CH:13][C:12]([N+:15]([O-:17])=[O:16])=[CH:11][CH:10]=2)=[N:4]1)[CH3:8]. The yield is 0.420.